This data is from Forward reaction prediction with 1.9M reactions from USPTO patents (1976-2016). The task is: Predict the product of the given reaction. (1) Given the reactants [Si:1]([O:18][CH2:19][C@@H:20]([N:24]1[C@H:29]([C:30]2[CH:35]=[CH:34][C:33]([Cl:36])=[CH:32][CH:31]=2)[C@@H:28]([C:37]2[CH:42]=[CH:41][CH:40]=[C:39]([Cl:43])[CH:38]=2)[CH2:27][C@@:26]([C@@H:45]([CH2:50][OH:51])[C:46]([O:48][CH3:49])=[O:47])([CH3:44])[C:25]1=[O:52])[CH:21]1[CH2:23][CH2:22]1)([C:14]([CH3:17])([CH3:16])[CH3:15])([C:8]1[CH:13]=[CH:12][CH:11]=[CH:10][CH:9]=1)[C:2]1[CH:7]=[CH:6][CH:5]=[CH:4][CH:3]=1.C(N(CC)CC)C.[CH3:60][S:61](Cl)(=[O:63])=[O:62], predict the reaction product. The product is: [Si:1]([O:18][CH2:19][C@@H:20]([N:24]1[C@H:29]([C:30]2[CH:31]=[CH:32][C:33]([Cl:36])=[CH:34][CH:35]=2)[C@@H:28]([C:37]2[CH:42]=[CH:41][CH:40]=[C:39]([Cl:43])[CH:38]=2)[CH2:27][C@@:26]([C@@H:45]([CH2:50][O:51][S:61]([CH3:60])(=[O:63])=[O:62])[C:46]([O:48][CH3:49])=[O:47])([CH3:44])[C:25]1=[O:52])[CH:21]1[CH2:22][CH2:23]1)([C:14]([CH3:16])([CH3:17])[CH3:15])([C:8]1[CH:13]=[CH:12][CH:11]=[CH:10][CH:9]=1)[C:2]1[CH:3]=[CH:4][CH:5]=[CH:6][CH:7]=1. (2) Given the reactants [F:1][C:2]1[C:11]([CH2:12][N:13]2[C:17]3=[N:18][C:19]([C:22](=O)[CH3:23])=[CH:20][N:21]=[C:16]3[N:15]=[N:14]2)=[C:10]([F:25])[CH:9]=[C:8]2[C:3]=1[CH:4]=[CH:5][CH:6]=[N:7]2.Cl.[NH2:27][O:28][CH2:29][CH2:30][OH:31], predict the reaction product. The product is: [OH:31][CH2:30][CH2:29][O:28]/[N:27]=[C:22](/[C:19]1[N:18]=[C:17]2[N:13]([CH2:12][C:11]3[C:2]([F:1])=[C:3]4[C:8](=[CH:9][C:10]=3[F:25])[N:7]=[CH:6][CH:5]=[CH:4]4)[N:14]=[N:15][C:16]2=[N:21][CH:20]=1)\[CH3:23]. (3) Given the reactants N1([OH:6])CCCC1.[CH2:7]([N:9](CC)[CH2:10][CH3:11])[CH3:8].[C:22](O[C:22]([O:24][C:25]([CH3:28])([CH3:27])[CH3:26])=[O:23])([O:24][C:25]([CH3:28])([CH3:27])[CH3:26])=[O:23], predict the reaction product. The product is: [OH:6][CH:8]1[CH2:11][CH2:10][N:9]([C:22]([O:24][C:25]([CH3:26])([CH3:27])[CH3:28])=[O:23])[CH2:7]1. (4) The product is: [I:15][C:5]1[C:6]([C:9]2[CH:14]=[CH:13][CH:12]=[CH:11][CH:10]=2)=[N:7][NH:8][C:4]=1[CH:1]([CH3:3])[CH3:2]. Given the reactants [CH:1]([C:4]1[NH:8][N:7]=[C:6]([C:9]2[CH:14]=[CH:13][CH:12]=[CH:11][CH:10]=2)[CH:5]=1)([CH3:3])[CH3:2].[I-:15].[Na+].II.C(=O)([O-])[O-].[K+].[K+], predict the reaction product. (5) Given the reactants [Br:1][C:2]1[CH:10]=[CH:9][CH:8]=[C:7]2[C:3]=1[CH2:4][CH2:5][C:6]2=O.BrC1C=CC=C2C=1C[CH:16]([C:22]1[NH:23][C:24](=[S:27])[NH:25][CH:26]=1)C2, predict the reaction product. The product is: [Br:1][C:2]1[CH:10]=[CH:9][CH:8]=[C:7]2[C:3]=1[CH2:4][CH2:5][CH:6]2[CH2:16][C:22]1[NH:23][C:24](=[S:27])[NH:25][CH:26]=1.